This data is from Catalyst prediction with 721,799 reactions and 888 catalyst types from USPTO. The task is: Predict which catalyst facilitates the given reaction. (1) Product: [CH3:17][S:18]([O:9][CH2:8][CH2:7][CH:4]1[CH2:5][CH2:6][O:1][CH2:2][CH2:3]1)(=[O:20])=[O:19]. Reactant: [O:1]1[CH2:6][CH2:5][CH:4]([CH2:7][CH2:8][OH:9])[CH2:3][CH2:2]1.C(N(CC)CC)C.[CH3:17][S:18](Cl)(=[O:20])=[O:19]. The catalyst class is: 4. (2) Reactant: [H-].[Na+].[CH3:3][O:4][C:5]([CH2:7]P(OC)(OC)=O)=[O:6].[OH:14][C:15]1[CH:20]=[C:19]([CH2:21][CH2:22][CH2:23][CH:24]=O)[O:18][C:17](=[O:26])[C:16]=1[C:27](=[O:30])[CH2:28][CH3:29]. Product: [OH:14][C:15]1[CH:20]=[C:19]([CH2:21][CH2:22][CH2:23]/[CH:24]=[CH:7]/[C:5]([O:4][CH3:3])=[O:6])[O:18][C:17](=[O:26])[C:16]=1[C:27](=[O:30])[CH2:28][CH3:29]. The catalyst class is: 1. (3) Reactant: C[O:2][C:3](=[O:16])[C:4]1[CH:9]=[CH:8][C:7]([C:10]#[C:11][Si](C)(C)C)=[CH:6][CH:5]=1.CO. Product: [C:10]([C:7]1[CH:8]=[CH:9][C:4]([C:3]([OH:16])=[O:2])=[CH:5][CH:6]=1)#[CH:11]. The catalyst class is: 500. (4) Reactant: C[O:2][C:3]([C:5]1[CH:44]=[CH:43][C:8]2[N:9]([CH:37]3[CH2:42][CH2:41][CH2:40][CH2:39][CH2:38]3)[C:10]([C:12]3[CH:17]=[CH:16][C:15]([O:18][CH2:19][C:20]4[C:25]([C:26]5[CH:31]=[CH:30][C:29]([Cl:32])=[CH:28][CH:27]=5)=[CH:24][CH:23]=[C:22]([C:33](=[O:35])[NH2:34])[CH:21]=4)=[CH:14][C:13]=3[F:36])=[N:11][C:7]=2[CH:6]=1)=[O:4].[OH-].[Na+].Cl. Product: [C:33]([C:22]1[CH:21]=[C:20]([CH2:19][O:18][C:15]2[CH:16]=[CH:17][C:12]([C:10]3[N:9]([CH:37]4[CH2:38][CH2:39][CH2:40][CH2:41][CH2:42]4)[C:8]4[CH:43]=[CH:44][C:5]([C:3]([OH:4])=[O:2])=[CH:6][C:7]=4[N:11]=3)=[C:13]([F:36])[CH:14]=2)[C:25]([C:26]2[CH:31]=[CH:30][C:29]([Cl:32])=[CH:28][CH:27]=2)=[CH:24][CH:23]=1)(=[O:35])[NH2:34]. The catalyst class is: 5. (5) Reactant: [N+:1]([C:4]1[CH:5]=[C:6]([NH:10][C:11](=[O:19])[CH2:12][C:13]2[CH:18]=[CH:17][CH:16]=[CH:15][CH:14]=2)[CH:7]=[CH:8][CH:9]=1)([O-])=O.[Cl-].[NH4+].C(O)C. Product: [NH2:1][C:4]1[CH:5]=[C:6]([NH:10][C:11](=[O:19])[CH2:12][C:13]2[CH:14]=[CH:15][CH:16]=[CH:17][CH:18]=2)[CH:7]=[CH:8][CH:9]=1. The catalyst class is: 150. (6) Reactant: [CH3:1][C:2]1[C:11]2[C:6](=[CH:7][C:8]([C:12]3[O:13][C:14]4[CH:26]=[CH:25][CH:24]=[CH:23][C:15]=4[C:16]=3[C:17](=[O:22])[CH2:18][CH2:19][CH2:20][CH3:21])=[CH:9][CH:10]=2)[CH:5]=[CH:4][C:3]=1[O:27][CH:28]([CH2:34][C:35]1[CH:40]=[CH:39][CH:38]=[CH:37][CH:36]=1)[C:29]([O:31]CC)=[O:30].[OH-].[K+]. Product: [CH3:1][C:2]1[C:11]2[C:6](=[CH:7][C:8]([C:12]3[O:13][C:14]4[CH:26]=[CH:25][CH:24]=[CH:23][C:15]=4[C:16]=3[C:17](=[O:22])[CH2:18][CH2:19][CH2:20][CH3:21])=[CH:9][CH:10]=2)[CH:5]=[CH:4][C:3]=1[O:27][CH:28]([CH2:34][C:35]1[CH:40]=[CH:39][CH:38]=[CH:37][CH:36]=1)[C:29]([OH:31])=[O:30]. The catalyst class is: 20. (7) Reactant: Br[C:2]1[N:7]=[N:6][C:5]([NH2:8])=[N:4][CH:3]=1.[Cl:9][C:10]1[CH:11]=[C:12](B(O)O)[CH:13]=[CH:14][C:15]=1[C:16]([O:18][CH3:19])=[O:17].P([O-])([O-])([O-])=O.[K+].[K+].[K+]. Product: [NH2:8][C:5]1[N:6]=[N:7][C:2]([C:12]2[CH:13]=[CH:14][C:15]([C:16]([O:18][CH3:19])=[O:17])=[C:10]([Cl:9])[CH:11]=2)=[CH:3][N:4]=1. The catalyst class is: 70. (8) Reactant: [H-].[Na+].[C:3]([O:7][C:8]([N:10]1[CH2:14][C@@H:13]([CH2:15][N:16]([CH:33]([CH3:35])[CH3:34])[C:17](=[O:32])[C:18]2[CH:23]=[CH:22][C:21]([O:24][CH3:25])=[C:20]([O:26][CH2:27][CH2:28][CH2:29][O:30][CH3:31])[CH:19]=2)[C@H:12]([OH:36])[CH2:11]1)=[O:9])([CH3:6])([CH3:5])[CH3:4].[CH2:37]([N:44]([CH:75]1[CH2:77][CH2:76]1)[C:45]([CH2:47]N[C@@H]1CNC[C@H]1CN(C(C)C)C(=O)C1C=CC(OC)=C(OCCCOC)C=1)=[O:46])[C:38]1[CH:43]=[CH:42][CH:41]=[CH:40][CH:39]=1. Product: [C:3]([O:7][C:8]([N:10]1[CH2:14][C@@H:13]([CH2:15][N:16]([CH:33]([CH3:34])[CH3:35])[C:17](=[O:32])[C:18]2[CH:23]=[CH:22][C:21]([O:24][CH3:25])=[C:20]([O:26][CH2:27][CH2:28][CH2:29][O:30][CH3:31])[CH:19]=2)[C@H:12]([O:36][CH2:47][C:45](=[O:46])[N:44]([CH2:37][C:38]2[CH:43]=[CH:42][CH:41]=[CH:40][CH:39]=2)[CH:75]2[CH2:76][CH2:77]2)[CH2:11]1)=[O:9])([CH3:5])([CH3:6])[CH3:4]. The catalyst class is: 1. (9) Reactant: [CH3:1][C:2]1[N:6]([CH2:7][CH2:8][CH2:9][C:10]2[CH:15]=[CH:14][C:13]([CH2:16][CH2:17][CH2:18][CH2:19][CH2:20][CH2:21][CH3:22])=[CH:12][CH:11]=2)[C:5]([C:23]2[CH:42]=[CH:41][C:26]([O:27][C@H:28]([CH2:34][C:35]3[CH:40]=[CH:39][CH:38]=[CH:37][CH:36]=3)[C:29]([O:31]CC)=[O:30])=[CH:25][CH:24]=2)=[CH:4][CH:3]=1.[OH-].[K+].Cl. Product: [CH3:1][C:2]1[N:6]([CH2:7][CH2:8][CH2:9][C:10]2[CH:15]=[CH:14][C:13]([CH2:16][CH2:17][CH2:18][CH2:19][CH2:20][CH2:21][CH3:22])=[CH:12][CH:11]=2)[C:5]([C:23]2[CH:42]=[CH:41][C:26]([O:27][C@H:28]([CH2:34][C:35]3[CH:36]=[CH:37][CH:38]=[CH:39][CH:40]=3)[C:29]([OH:31])=[O:30])=[CH:25][CH:24]=2)=[CH:4][CH:3]=1. The catalyst class is: 36.